From a dataset of Peptide-MHC class II binding affinity with 134,281 pairs from IEDB. Regression. Given a peptide amino acid sequence and an MHC pseudo amino acid sequence, predict their binding affinity value. This is MHC class II binding data. (1) The peptide sequence is GRSYAADAGYAPATP. The MHC is HLA-DPA10301-DPB10402 with pseudo-sequence HLA-DPA10301-DPB10402. The binding affinity (normalized) is 0. (2) The peptide sequence is KESGDAASGADGTYD. The MHC is DRB1_0405 with pseudo-sequence DRB1_0405. The binding affinity (normalized) is 0.